From a dataset of Reaction yield outcomes from USPTO patents with 853,638 reactions. Predict the reaction yield, written as a fraction of the theoretical maximum amount of product (1.0 means a 100% yield; for example, 0.34 means a 34% yield). (1) The reactants are [CH3:1][C@H:2]1[CH2:7][C@@H:6]([OH:8])[C@H:5]([CH:9]([CH3:11])[CH3:10])[CH2:4][CH2:3]1.[Cl-].[Al+3].[Cl-].[Cl-].[CH2:16]1[O:18][CH2:17]1. The catalyst is C1(C)C=CC=CC=1. The product is [CH:2]1([CH3:1])[CH2:3][CH2:4][CH:5]([CH:9]([CH3:11])[CH3:10])[CH:6]([O:8][CH:17]([OH:18])[CH3:16])[CH2:7]1. The yield is 0.474. (2) The reactants are [C:1]([O:5][C:6]1[N:11]=[C:10]([O:12][C:13]([CH3:16])([CH3:15])[CH3:14])[C:9](B(O)O)=[CH:8][N:7]=1)([CH3:4])([CH3:3])[CH3:2].C(=O)([O-])[O-].[Na+].[Na+].Cl[C:27]1[C:28]2[CH:35]=[CH:34][NH:33][C:29]=2[N:30]=[CH:31][N:32]=1. The catalyst is COCCOC.O.[Pd].C1(P(C2C=CC=CC=2)C2C=CC=CC=2)C=CC=CC=1.C1(P(C2C=CC=CC=2)C2C=CC=CC=2)C=CC=CC=1.C1(P(C2C=CC=CC=2)C2C=CC=CC=2)C=CC=CC=1.C1(P(C2C=CC=CC=2)C2C=CC=CC=2)C=CC=CC=1. The product is [C:1]([O:5][C:6]1[N:11]=[C:10]([O:12][C:13]([CH3:16])([CH3:15])[CH3:14])[C:9]([C:27]2[C:28]3[CH:35]=[CH:34][NH:33][C:29]=3[N:30]=[CH:31][N:32]=2)=[CH:8][N:7]=1)([CH3:4])([CH3:3])[CH3:2]. The yield is 0.720. (3) The reactants are Cl[C:2]1[N:3]=[N:4][C:5](Cl)=[CH:6][C:7]=1[CH2:8][NH:9][C:10](=[O:17])[C:11]1[CH:16]=[CH:15][CH:14]=[CH:13][CH:12]=1.C(N(CC)CC)C.C(O)C. The catalyst is [Pd].ClCCl. The product is [N:4]1[CH:5]=[CH:6][C:7]([CH2:8][NH:9][C:10](=[O:17])[C:11]2[CH:12]=[CH:13][CH:14]=[CH:15][CH:16]=2)=[CH:2][N:3]=1. The yield is 1.00. (4) The reactants are [F:1][C:2]([F:9])([F:8])[C:3]1[CH:7]=[CH:6][NH:5][N:4]=1.[H-].[Na+].[CH2:12]=[O:13].C(N(CC)CC)C.[C:21]1([CH3:31])[CH:26]=[CH:25][C:24]([S:27](Cl)(=[O:29])=[O:28])=[CH:23][CH:22]=1. The catalyst is C(OCC)(=O)C.O.CN(C)C=O. The product is [CH3:31][C:21]1[CH:26]=[CH:25][C:24]([S:27]([O:13][CH2:12][N:5]2[CH:6]=[CH:7][C:3]([C:2]([F:9])([F:8])[F:1])=[N:4]2)(=[O:29])=[O:28])=[CH:23][CH:22]=1. The yield is 0.780. (5) The reactants are [CH3:1][O:2][CH2:3][CH2:4][S:5][C:6]1[CH:7]=[C:8]([O:28][C:29]2[C:30]([CH3:36])=[N:31][N:32]([CH3:35])[C:33]=2[CH3:34])[C:9]([NH:12][C:13]2[S:17][N:16]=[C:15]([C@H:18]3[CH2:22][O:21]C4(CCCCC4)[O:19]3)[N:14]=2)=[N:10][CH:11]=1.[ClH:37]. The catalyst is C(O)C. The product is [ClH:37].[CH3:1][O:2][CH2:3][CH2:4][S:5][C:6]1[CH:7]=[C:8]([O:28][C:29]2[C:30]([CH3:36])=[N:31][N:32]([CH3:35])[C:33]=2[CH3:34])[C:9]([NH:12][C:13]2[S:17][N:16]=[C:15]([C@H:18]([OH:19])[CH2:22][OH:21])[N:14]=2)=[N:10][CH:11]=1. The yield is 0.794. (6) The reactants are [C:1]([O:5][C:6]([N:8]([CH2:10][C:11]([OH:13])=O)[CH3:9])=[O:7])([CH3:4])([CH3:3])[CH3:2].CCN(CC)CC.ClC(OCC(C)C)=O.Cl.[CH2:30]([O:32][C:33](=[O:37])[CH2:34][NH:35][CH3:36])[CH3:31]. The catalyst is C(Cl)Cl. The product is [CH2:30]([O:32][C:33](=[O:37])[CH2:34][N:35]([C:11](=[O:13])[CH2:10][N:8]([C:6]([O:5][C:1]([CH3:2])([CH3:3])[CH3:4])=[O:7])[CH3:9])[CH3:36])[CH3:31]. The yield is 0.220. (7) The reactants are [C:1]([N:9]1[C:13]2([CH2:17][CH2:16][NH:15][C:14]2=O)[CH2:12][CH2:11][CH2:10]1)(=O)[C:2]1[CH:7]=[CH:6][CH:5]=[CH:4][CH:3]=1.[H-].[Al+3].[Li+].[H-].[H-].[H-]. The catalyst is O1CCCC1. The product is [CH2:1]([N:9]1[C:13]2([CH2:17][CH2:16][NH:15][CH2:14]2)[CH2:12][CH2:11][CH2:10]1)[C:2]1[CH:3]=[CH:4][CH:5]=[CH:6][CH:7]=1. The yield is 0.956. (8) The reactants are Cl.[NH2:2][CH2:3][CH2:4][CH2:5][NH:6][C:7]1[S:8][C:9]([C:12]([C:14]2[CH:19]=[CH:18][CH:17]=[CH:16][C:15]=2[CH3:20])=[O:13])=[CH:10][N:11]=1.[S:21]1[CH:25]=[CH:24][CH:23]=[C:22]1[S:26](Cl)(=[O:28])=[O:27].CCN(CC)CC. The catalyst is CO.C(Cl)Cl. The product is [CH3:20][C:15]1[CH:16]=[CH:17][CH:18]=[CH:19][C:14]=1[C:12]([C:9]1[S:8][C:7]([NH:6][CH2:5][CH2:4][CH2:3][NH:2][S:26]([C:22]2[S:21][CH:25]=[CH:24][CH:23]=2)(=[O:28])=[O:27])=[N:11][CH:10]=1)=[O:13]. The yield is 0.270.